Task: Predict the reaction yield, written as a fraction of the theoretical maximum amount of product (1.0 means a 100% yield; for example, 0.34 means a 34% yield).. Dataset: Reaction yield outcomes from USPTO patents with 853,638 reactions (1) The reactants are Cl[CH2:2][CH2:3][CH2:4][O:5][C:6]1[CH:11]=[CH:10][C:9]([NH:12][CH:13]=[C:14]2[C:22]3[C:17](=[CH:18][CH:19]=[CH:20][CH:21]=3)[NH:16][C:15]2=[O:23])=[CH:8][CH:7]=1.[Na+].[I-:25]. The catalyst is CC(C)=O. The product is [I:25][CH2:2][CH2:3][CH2:4][O:5][C:6]1[CH:11]=[CH:10][C:9]([NH:12][CH:13]=[C:14]2[C:22]3[C:17](=[CH:18][CH:19]=[CH:20][CH:21]=3)[NH:16][C:15]2=[O:23])=[CH:8][CH:7]=1. The yield is 1.00. (2) The reactants are [CH3:1]C([O-])(C)C.[K+].[Cl:7][C:8]1[CH:22]=[C:21]([F:23])[C:11]([O:12][C:13]2[CH:20]=[CH:19][C:16]([CH:17]=O)=[CH:15][CH:14]=2)=[C:10]([F:24])[CH:9]=1. The catalyst is [Br-].C[P+](C1C=CC=CC=1)(C1C=CC=CC=1)C1C=CC=CC=1.C1COCC1. The product is [Cl:7][C:8]1[CH:22]=[C:21]([F:23])[C:11]([O:12][C:13]2[CH:20]=[CH:19][C:16]([CH:17]=[CH2:1])=[CH:15][CH:14]=2)=[C:10]([F:24])[CH:9]=1. The yield is 0.485. (3) The reactants are [CH3:1][NH:2][CH3:3].Cl[C:5]1[N:10]=[C:9]2[C:11]([C:14]([F:26])([F:25])[C:15]3[CH:16]=[C:17]4[C:22](=[CH:23][CH:24]=3)[N:21]=[CH:20][CH:19]=[CH:18]4)=[N:12][O:13][C:8]2=[CH:7][CH:6]=1. The catalyst is C(O)C. The product is [F:25][C:14]([F:26])([C:15]1[CH:16]=[C:17]2[C:22](=[CH:23][CH:24]=1)[N:21]=[CH:20][CH:19]=[CH:18]2)[C:11]1[C:9]2=[N:10][C:5]([N:2]([CH3:3])[CH3:1])=[CH:6][CH:7]=[C:8]2[O:13][N:12]=1. The yield is 0.850. (4) The reactants are [NH2:1][C:2]1[CH:11]=[CH:10][C:5]2[NH:6][C:7](=[O:9])[O:8][C:4]=2[CH:3]=1.[Cl:12][C:13]1[N:18]=[C:17](Cl)[C:16]([CH3:20])=[CH:15][N:14]=1.CO. The catalyst is O. The yield is 0.860. The product is [Cl:12][C:13]1[N:18]=[C:17]([NH:1][C:2]2[CH:11]=[CH:10][C:5]3[NH:6][C:7](=[O:9])[O:8][C:4]=3[CH:3]=2)[C:16]([CH3:20])=[CH:15][N:14]=1. (5) The reactants are [NH:1]([C:8]1[CH:16]=[C:15]([C:17](O)=[O:18])[C:14]([NH:20][C:21]2[CH:26]=[CH:25][CH:24]=[CH:23][CH:22]=2)=[CH:13][C:9]=1[C:10](O)=[O:11])[C:2]1[CH:7]=[CH:6][CH:5]=[CH:4][CH:3]=1.P(=O)(O)(O)O. No catalyst specified. The product is [CH:24]1[CH:25]=[C:26]2[C:17]([C:15]3[C:14]([NH:20][C:21]2=[CH:22][CH:23]=1)=[CH:13][C:9]1[C:10]([C:7]2[C:2]([NH:1][C:8]=1[CH:16]=3)=[CH:3][CH:4]=[CH:5][CH:6]=2)=[O:11])=[O:18]. The yield is 0.900. (6) The reactants are Br[C:2]1[CH:3]=[CH:4][C:5]2[O:11][CH2:10][CH2:9][N:8]3[CH:12]=[C:13]([C:15]4[N:19]([C:20]5[CH:25]=[CH:24][CH:23]=[CH:22][C:21]=5[Cl:26])[N:18]=[CH:17][N:16]=4)[N:14]=[C:7]3[C:6]=2[CH:27]=1.[Cl:28][C:29]1[CH:34]=[CH:33][C:32](B(O)O)=[CH:31][CH:30]=1.C([O-])([O-])=O.[Cs+].[Cs+].O. The catalyst is O1CCOCC1.C1C=CC(P(C2C=CC=CC=2)[C-]2C=CC=C2)=CC=1.C1C=CC(P(C2C=CC=CC=2)[C-]2C=CC=C2)=CC=1.Cl[Pd]Cl.[Fe+2]. The product is [Cl:28][C:29]1[CH:34]=[CH:33][C:32]([C:2]2[CH:3]=[CH:4][C:5]3[O:11][CH2:10][CH2:9][N:8]4[CH:12]=[C:13]([C:15]5[N:19]([C:20]6[CH:25]=[CH:24][CH:23]=[CH:22][C:21]=6[Cl:26])[N:18]=[CH:17][N:16]=5)[N:14]=[C:7]4[C:6]=3[CH:27]=2)=[CH:31][CH:30]=1. The yield is 0.168.